Predict the reactants needed to synthesize the given product. From a dataset of Full USPTO retrosynthesis dataset with 1.9M reactions from patents (1976-2016). (1) Given the product [CH2:1]([C:3]1[CH:7]=[C:6]([CH2:8][CH3:9])[N:5]([C:10]2[CH:16]=[CH:15][C:13]([NH:14][C:20]([CH2:19][Br:18])=[O:21])=[CH:12][C:11]=2[CH3:17])[N:4]=1)[CH3:2], predict the reactants needed to synthesize it. The reactants are: [CH2:1]([C:3]1[CH:7]=[C:6]([CH2:8][CH3:9])[N:5]([C:10]2[CH:16]=[CH:15][C:13]([NH2:14])=[CH:12][C:11]=2[CH3:17])[N:4]=1)[CH3:2].[Br:18][CH2:19][C:20](Cl)=[O:21].C(=O)([O-])[O-].[K+].[K+]. (2) Given the product [CH:1]1([NH:4][C:5]([C:7]2[N:8]=[N:9][N:10]([C:24]3[CH:25]=[CH:26][C:27]([C:30]([NH:32][CH2:33][CH3:34])=[O:31])=[CH:28][CH:29]=3)[C:11]=2[CH2:12][CH2:13][C:14]2[CH:15]=[CH:16][C:17]([S:20]([CH3:23])(=[O:21])=[O:22])=[CH:18][CH:19]=2)=[O:6])[CH2:2][CH2:3]1, predict the reactants needed to synthesize it. The reactants are: [CH:1]1([NH:4][C:5]([C:7]2[N:8]=[N:9][N:10]([C:24]3[CH:29]=[CH:28][C:27]([C:30]([NH:32][CH2:33][CH3:34])=[O:31])=[CH:26][CH:25]=3)[C:11]=2/[CH:12]=[CH:13]/[C:14]2[CH:19]=[CH:18][C:17]([S:20]([CH3:23])(=[O:22])=[O:21])=[CH:16][CH:15]=2)=[O:6])[CH2:3][CH2:2]1.